The task is: Predict the product of the given reaction.. This data is from Forward reaction prediction with 1.9M reactions from USPTO patents (1976-2016). (1) Given the reactants [CH2:1]([O:3][C:4]([C:6]1[S:7][C:8]2[C:17]3[N:16]=[C:15]([NH:18][C:19]4[CH:24]=[CH:23][CH:22]=[C:21]([S:25](=[O:28])(=[O:27])[NH2:26])[CH:20]=4)[N:14]=[CH:13][C:12]=3[CH2:11][CH2:10][C:9]=2[N:29]=1)=[O:5])[CH3:2].ClC1C(=O)C(C#N)=C(C#N)C(=O)C=1Cl, predict the reaction product. The product is: [CH2:1]([O:3][C:4]([C:6]1[S:7][C:8]2[C:17]3[N:16]=[C:15]([NH:18][C:19]4[CH:24]=[CH:23][CH:22]=[C:21]([S:25](=[O:28])(=[O:27])[NH2:26])[CH:20]=4)[N:14]=[CH:13][C:12]=3[CH:11]=[CH:10][C:9]=2[N:29]=1)=[O:5])[CH3:2]. (2) Given the reactants [NH:1]1[CH2:6][CH2:5][CH2:4][C:3]2([C:14]3[C:9](=[CH:10][CH:11]=[CH:12][CH:13]=3)[NH:8][C:7]2=[O:15])[CH2:2]1.[CH3:16][C:17]([CH3:19])=O.C, predict the reaction product. The product is: [CH:17]([N:1]1[CH2:6][CH2:5][CH2:4][C:3]2([C:14]3[C:9](=[CH:10][CH:11]=[CH:12][CH:13]=3)[NH:8][C:7]2=[O:15])[CH2:2]1)([CH3:19])[CH3:16].